This data is from Forward reaction prediction with 1.9M reactions from USPTO patents (1976-2016). The task is: Predict the product of the given reaction. (1) Given the reactants [C:1]([NH:9][C:10]1[N:15]=[CH:14][N:13]=[C:12]2[N:16]([C@@H:19]3[O:23][C@H:22](/[CH:24]=[CH:25]/[P:26](=[O:33])([O:30]CC)[O:27]CC)[C@@H:21]([OH:34])[C@H:20]3[OH:35])[N:17]=[CH:18][C:11]=12)(=[O:8])[C:2]1[CH:7]=[CH:6][CH:5]=[CH:4][CH:3]=1.N1C(C)=CC=CC=1C.[Si](I)(C)(C)C, predict the reaction product. The product is: [C:1]([NH:9][C:10]1[N:15]=[CH:14][N:13]=[C:12]2[N:16]([C@@H:19]3[O:23][C@H:22](/[CH:24]=[CH:25]/[P:26](=[O:27])([OH:30])[OH:33])[C@@H:21]([OH:34])[C@H:20]3[OH:35])[N:17]=[CH:18][C:11]=12)(=[O:8])[C:2]1[CH:3]=[CH:4][CH:5]=[CH:6][CH:7]=1. (2) The product is: [F:28][C:29]1[CH:30]=[C:31]2[C:35](=[CH:36][CH:37]=1)[N:34]([CH2:19][CH2:20][CH2:25][N:40]([CH2:39][C@@H:12]1[O:26][C:16]3=[C:17]4[C:22](=[CH:23][CH:24]=[C:15]3[O:14][CH2:13]1)[N:21]=[C:20]([CH3:25])[CH:19]=[CH:18]4)[C:44](=[O:45])[O:42][C:17]([CH3:22])([CH3:18])[CH3:16])[CH2:33][CH2:32]2. Given the reactants C(OC(=O)N([CH:12]1[O:26][C:16]2=[C:17]3[C:22](=[CH:23][CH:24]=[C:15]2[O:14][CH2:13]1)[N:21]=[C:20]([CH3:25])[CH:19]=[CH:18]3)CCC=O)(C)(C)C.[F:28][C:29]1[CH:30]=[C:31]2[C:35](=[CH:36][CH:37]=1)[NH:34][CH2:33][CH2:32]2.[BH3-][C:39]#[N:40].[Na+].[OH-:42].[Na+].[CH3:44][OH:45], predict the reaction product. (3) The product is: [C:12]([N:1]1[CH2:11][CH2:10][CH2:9][C@H:2]1[CH:3]=[O:4])([O:14][C:15]([CH3:18])([CH3:17])[CH3:16])=[O:13]. Given the reactants [N:1]1([C:12]([O:14][C:15]([CH3:18])([CH3:17])[CH3:16])=[O:13])[CH2:11][CH2:10][CH2:9][C@H:2]1[C:3](N(OC)C)=[O:4].OS([O-])(=O)=O.[K+], predict the reaction product. (4) Given the reactants Br[CH2:2][CH2:3][CH2:4][CH:5]1[CH2:10][CH2:9][N:8]([C:11]2[C:16]([NH:17][C:18](=[O:26])[C:19]3[CH:24]=[CH:23][CH:22]=[C:21]([Cl:25])[CH:20]=3)=[CH:15][C:14]([Cl:27])=[CH:13][N:12]=2)[CH2:7][CH2:6]1.[NH:28]1[CH2:33][CH2:32][CH2:31][CH2:30][CH2:29]1, predict the reaction product. The product is: [Cl:25][C:21]1[CH:20]=[C:19]([CH:24]=[CH:23][CH:22]=1)[C:18]([NH:17][C:16]1[C:11]([N:8]2[CH2:9][CH2:10][CH:5]([CH2:4][CH2:3][CH2:2][N:28]3[CH2:33][CH2:32][CH2:31][CH2:30][CH2:29]3)[CH2:6][CH2:7]2)=[N:12][CH:13]=[C:14]([Cl:27])[CH:15]=1)=[O:26]. (5) Given the reactants Br[CH:2]=[C:3]1[C:9]2[CH:10]=[CH:11][C:12]([Cl:14])=[CH:13][C:8]=2[CH2:7][CH2:6][C:5]2[CH:15]=[CH:16][CH:17]=[CH:18][C:4]1=2.[CH3:19][S:20]([NH:23][C:24]1[CH:25]=[C:26](B(O)O)[CH:27]=[CH:28][CH:29]=1)(=[O:22])=[O:21], predict the reaction product. The product is: [Cl:14][C:12]1[CH:11]=[CH:10][C:9]2[C:3](=[CH:2][C:26]3[CH:25]=[C:24]([NH:23][S:20]([CH3:19])(=[O:22])=[O:21])[CH:29]=[CH:28][CH:27]=3)[C:4]3[CH:18]=[CH:17][CH:16]=[CH:15][C:5]=3[CH2:6][CH2:7][C:8]=2[CH:13]=1.